This data is from Full USPTO retrosynthesis dataset with 1.9M reactions from patents (1976-2016). The task is: Predict the reactants needed to synthesize the given product. (1) The reactants are: [NH2:1][CH2:2][CH2:3][C:4]1[CH:9]=[CH:8][C:7]([NH:10][CH2:11][C@@H:12]([C:14]2[CH:19]=[CH:18][CH:17]=[CH:16][CH:15]=2)[NH2:13])=[CH:6][CH:5]=1.[CH2:20]([O:27][C:28]1[CH:33]=[CH:32][C:31]([C@@H:34]([O:37][Si:38]([C:41]([CH3:44])([CH3:43])[CH3:42])([CH3:40])[CH3:39])[CH2:35]Br)=[CH:30][C:29]=1[NH:45][CH:46]=[O:47])[C:21]1[CH:26]=[CH:25][CH:24]=[CH:23][CH:22]=1.C(=O)([O-])[O-].[K+].[K+].C(OC(C)C)(=O)C. Given the product [NH2:13][C@H:12]([C:14]1[CH:19]=[CH:18][CH:17]=[CH:16][CH:15]=1)[CH2:11][NH:10][C:7]1[CH:8]=[CH:9][C:4]([CH2:3][CH2:2][NH:1][CH2:35][C@@H:34]([C:31]2[CH:32]=[CH:33][C:28]([O:27][CH2:20][C:21]3[CH:26]=[CH:25][CH:24]=[CH:23][CH:22]=3)=[C:29]([NH:45][CH:46]=[O:47])[CH:30]=2)[O:37][Si:38]([C:41]([CH3:44])([CH3:43])[CH3:42])([CH3:39])[CH3:40])=[CH:5][CH:6]=1, predict the reactants needed to synthesize it. (2) Given the product [C:3]([O:7][C:8]([C:9]1[CH:29]=[CH:28][NH:22][CH:10]=1)=[O:11])([CH3:6])([CH3:5])[CH3:4], predict the reactants needed to synthesize it. The reactants are: [H-].[Na+].[C:3]([O:7][C:8](=[O:11])[CH:9]=[CH2:10])([CH3:6])([CH3:5])[CH3:4].C1(C)C=CC(S(C[N+:22]#[C-])(=O)=O)=CC=1.O1[CH2:29][CH2:28]CC1.